From a dataset of NCI-60 drug combinations with 297,098 pairs across 59 cell lines. Regression. Given two drug SMILES strings and cell line genomic features, predict the synergy score measuring deviation from expected non-interaction effect. (1) Drug 1: CC1=CC=C(C=C1)C2=CC(=NN2C3=CC=C(C=C3)S(=O)(=O)N)C(F)(F)F. Drug 2: CNC(=O)C1=NC=CC(=C1)OC2=CC=C(C=C2)NC(=O)NC3=CC(=C(C=C3)Cl)C(F)(F)F. Cell line: OVCAR-4. Synergy scores: CSS=-1.18, Synergy_ZIP=0.527, Synergy_Bliss=0.0716, Synergy_Loewe=-3.52, Synergy_HSA=-3.09. (2) Drug 1: CCC1(CC2CC(C3=C(CCN(C2)C1)C4=CC=CC=C4N3)(C5=C(C=C6C(=C5)C78CCN9C7C(C=CC9)(C(C(C8N6C=O)(C(=O)OC)O)OC(=O)C)CC)OC)C(=O)OC)O.OS(=O)(=O)O. Drug 2: C1=CC=C(C(=C1)C(C2=CC=C(C=C2)Cl)C(Cl)Cl)Cl. Cell line: U251. Synergy scores: CSS=39.3, Synergy_ZIP=-3.05, Synergy_Bliss=-0.398, Synergy_Loewe=-54.7, Synergy_HSA=-3.88. (3) Cell line: LOX IMVI. Drug 1: CN(C)C1=NC(=NC(=N1)N(C)C)N(C)C. Synergy scores: CSS=32.3, Synergy_ZIP=-1.62, Synergy_Bliss=-3.00, Synergy_Loewe=-38.8, Synergy_HSA=-1.71. Drug 2: C1=NC2=C(N1)C(=S)N=CN2. (4) Drug 1: C1=CC(=C2C(=C1NCCNCCO)C(=O)C3=C(C=CC(=C3C2=O)O)O)NCCNCCO. Drug 2: C1=CN(C(=O)N=C1N)C2C(C(C(O2)CO)O)O.Cl. Cell line: 786-0. Synergy scores: CSS=70.8, Synergy_ZIP=-2.92, Synergy_Bliss=-1.22, Synergy_Loewe=-1.14, Synergy_HSA=2.71. (5) Drug 1: C1CN1C2=NC(=NC(=N2)N3CC3)N4CC4. Drug 2: C(CC(=O)O)C(=O)CN.Cl. Cell line: MCF7. Synergy scores: CSS=3.97, Synergy_ZIP=-8.00, Synergy_Bliss=-12.5, Synergy_Loewe=-10.8, Synergy_HSA=-10.2. (6) Synergy scores: CSS=24.6, Synergy_ZIP=4.30, Synergy_Bliss=9.40, Synergy_Loewe=7.51, Synergy_HSA=8.33. Drug 1: C1=C(C(=O)NC(=O)N1)N(CCCl)CCCl. Cell line: NCI/ADR-RES. Drug 2: CC1=C(C=C(C=C1)C(=O)NC2=CC(=CC(=C2)C(F)(F)F)N3C=C(N=C3)C)NC4=NC=CC(=N4)C5=CN=CC=C5. (7) Drug 1: CCC(=C(C1=CC=CC=C1)C2=CC=C(C=C2)OCCN(C)C)C3=CC=CC=C3.C(C(=O)O)C(CC(=O)O)(C(=O)O)O. Drug 2: C(=O)(N)NO. Cell line: COLO 205. Synergy scores: CSS=8.26, Synergy_ZIP=-2.97, Synergy_Bliss=-2.64, Synergy_Loewe=-1.18, Synergy_HSA=-4.03. (8) Drug 1: COCCOC1=C(C=C2C(=C1)C(=NC=N2)NC3=CC=CC(=C3)C#C)OCCOC. Drug 2: CCC1=C2N=C(C=C(N2N=C1)NCC3=C[N+](=CC=C3)[O-])N4CCCCC4CCO. Cell line: HCT116. Synergy scores: CSS=59.7, Synergy_ZIP=4.36, Synergy_Bliss=4.62, Synergy_Loewe=2.21, Synergy_HSA=6.45. (9) Drug 1: CN1C(=O)N2C=NC(=C2N=N1)C(=O)N. Drug 2: CC1=C(C=C(C=C1)NC(=O)C2=CC=C(C=C2)CN3CCN(CC3)C)NC4=NC=CC(=N4)C5=CN=CC=C5. Cell line: MOLT-4. Synergy scores: CSS=9.45, Synergy_ZIP=-2.04, Synergy_Bliss=1.27, Synergy_Loewe=5.47, Synergy_HSA=2.86. (10) Drug 1: CCCS(=O)(=O)NC1=C(C(=C(C=C1)F)C(=O)C2=CNC3=C2C=C(C=N3)C4=CC=C(C=C4)Cl)F. Drug 2: C1CC(C1)(C(=O)O)C(=O)O.[NH2-].[NH2-].[Pt+2]. Cell line: HCC-2998. Synergy scores: CSS=-14.7, Synergy_ZIP=3.99, Synergy_Bliss=-3.04, Synergy_Loewe=-14.9, Synergy_HSA=-14.7.